Dataset: Forward reaction prediction with 1.9M reactions from USPTO patents (1976-2016). Task: Predict the product of the given reaction. (1) The product is: [NH:18]1[C:19]2[C:24](=[CH:23][CH:22]=[CH:21][CH:20]=2)[CH:16]=[CH:17]1. Given the reactants CC(=O)CCC(=O)C.CN1CC=C([C:16]2[C:24]3[C:19](=[CH:20][CH:21]=[C:22](N)[CH:23]=3)[N:18](S(C3C=CC=CC=3)(=O)=O)[CH:17]=2)CC1.C(O)(=O)C, predict the reaction product. (2) Given the reactants [O:1]1[CH2:6][CH2:5][C:4](=O)[CH2:3][CH2:2]1.[Cl:8][C:9]1[CH:10]=[CH:11][C:12]([S:36]([CH2:39][CH3:40])(=[O:38])=[O:37])=[C:13]([CH:35]=1)[CH2:14][NH:15][C:16](=[O:34])[C:17]1[CH:22]=[CH:21][C:20]([CH2:23][N:24]2[CH2:29][CH2:28][NH:27][CH2:26][CH2:25]2)=[C:19]([C:30]([F:33])([F:32])[F:31])[CH:18]=1.C(O[BH-](OC(=O)C)OC(=O)C)(=O)C.[Na+], predict the reaction product. The product is: [Cl:8][C:9]1[CH:10]=[CH:11][C:12]([S:36]([CH2:39][CH3:40])(=[O:37])=[O:38])=[C:13]([CH:35]=1)[CH2:14][NH:15][C:16](=[O:34])[C:17]1[CH:22]=[CH:21][C:20]([CH2:23][N:24]2[CH2:29][CH2:28][N:27]([CH:4]3[CH2:5][CH2:6][O:1][CH2:2][CH2:3]3)[CH2:26][CH2:25]2)=[C:19]([C:30]([F:32])([F:31])[F:33])[CH:18]=1. (3) Given the reactants [NH2:1][C:2]1[CH:9]=[CH:8][C:5]([C:6]#[N:7])=[CH:4][CH:3]=1.[C:10](Cl)(=[O:13])[CH2:11][CH3:12], predict the reaction product. The product is: [C:6]([C:5]1[CH:8]=[CH:9][C:2]([NH:1][C:10](=[O:13])[CH2:11][CH3:12])=[CH:3][CH:4]=1)#[N:7]. (4) Given the reactants [O:1]=[C:2]([CH2:8][CH3:9])[CH2:3][C:4]([O:6][CH3:7])=[O:5].[CH:10]([O-])([O-])OC.[C]=O, predict the reaction product. The product is: [CH3:10][O:1]/[C:2](/[CH2:8][CH3:9])=[CH:3]/[C:4]([O:6][CH3:7])=[O:5].